This data is from Reaction yield outcomes from USPTO patents with 853,638 reactions. The task is: Predict the reaction yield, written as a fraction of the theoretical maximum amount of product (1.0 means a 100% yield; for example, 0.34 means a 34% yield). (1) The reactants are [ClH:1].[N+](C1C=CC(C2SC(CCN)=NC=2)=CC=1)([O-])=O.[F:19][C:20]1[CH:21]=[C:22]([NH:27][C:28](=[O:51])[NH:29][C:30]2[CH:35]=[CH:34][C:33]([C:36]3[S:40][C:39]([CH2:41][CH2:42][NH:43]C(=O)OC(C)(C)C)=[N:38][CH:37]=3)=[CH:32][CH:31]=2)[CH:23]=[C:24]([F:26])[CH:25]=1.Cl. No catalyst specified. The product is [ClH:1].[NH2:43][CH2:42][CH2:41][C:39]1[S:40][C:36]([C:33]2[CH:34]=[CH:35][C:30]([NH:29][C:28]([NH:27][C:22]3[CH:21]=[C:20]([F:19])[CH:25]=[C:24]([F:26])[CH:23]=3)=[O:51])=[CH:31][CH:32]=2)=[CH:37][N:38]=1. The yield is 0.890. (2) The reactants are [NH2:1][C:2]1[C:10]2[N:9]=[C:8]([NH:11][C:12]([C:14]3[N:15]=[CH:16][C:17]4[C:22]([CH:23]=3)=[CH:21][CH:20]=[CH:19][CH:18]=4)=[O:13])[NH:7][C:6]=2[CH:5]=[CH:4][CH:3]=1.[C:24]1([S:30](Cl)(=[O:32])=[O:31])[CH:29]=[CH:28][CH:27]=[CH:26][CH:25]=1. The catalyst is N1C=CC=CC=1.C(Cl)Cl.[Cl-].[Na+].O. The product is [C:24]1([S:30]([NH:1][C:2]2[C:10]3[NH:9][C:8]([NH:11][C:12]([C:14]4[N:15]=[CH:16][C:17]5[C:22]([CH:23]=4)=[CH:21][CH:20]=[CH:19][CH:18]=5)=[O:13])=[N:7][C:6]=3[CH:5]=[CH:4][CH:3]=2)(=[O:32])=[O:31])[CH:29]=[CH:28][CH:27]=[CH:26][CH:25]=1. The yield is 0.520. (3) The reactants are [CH:1]1[C:10]2[C:5](=[CH:6][CH:7]=[CH:8][CH:9]=2)[CH:4]=[C:3]([NH:11][C:12](=[O:42])[O:13][CH2:14][C@@H:15]([N:28]([CH3:41])[C:29]([NH:31][CH2:32][C:33]2[CH:38]=[CH:37][CH:36]=[C:35]([F:39])[C:34]=2[F:40])=[O:30])[CH2:16][CH2:17][CH2:18][O:19][P:20]([O:25]CC)([O:22]CC)=[O:21])[N:2]=1.[Si](I)(C)(C)C. The catalyst is C(#N)C. The product is [CH:1]1[C:10]2[C:5](=[CH:6][CH:7]=[CH:8][CH:9]=2)[CH:4]=[C:3]([NH:11][C:12](=[O:42])[O:13][CH2:14][C@@H:15]([N:28]([CH3:41])[C:29]([NH:31][CH2:32][C:33]2[CH:38]=[CH:37][CH:36]=[C:35]([F:39])[C:34]=2[F:40])=[O:30])[CH2:16][CH2:17][CH2:18][O:19][P:20]([OH:25])([OH:22])=[O:21])[N:2]=1. The yield is 0.520. (4) The reactants are [OH:1][C:2]1[CH:3]=[CH:4][C:5]2[N:6]([N:8]=[CH:9][C:10]=2[C:11]([O:13]CC)=[O:12])[CH:7]=1.[CH3:16][C:17]1([CH3:20])[CH2:19][O:18]1.C([O-])([O-])=O.[K+].[K+].[Li+].[OH-]. The catalyst is CC#N.CO.C1COCC1.O. The product is [OH:18][C:17]([CH3:20])([CH3:19])[CH2:16][O:1][C:2]1[CH:3]=[CH:4][C:5]2[N:6]([N:8]=[CH:9][C:10]=2[C:11]([OH:13])=[O:12])[CH:7]=1. The yield is 0.610. (5) The reactants are C([O:5][C:6](=[O:41])[CH2:7][O:8][C:9]1[CH:14]=[C:13]([C:15]([NH:17][CH2:18][C:19]2[CH:24]=[CH:23][C:22]([S:25]([CH3:28])(=[O:27])=[O:26])=[CH:21][CH:20]=2)=[O:16])[C:12](=[O:29])[N:11]([C:30]2[CH:35]=[CH:34][CH:33]=[C:32]([C:36]([F:39])([F:38])[F:37])[CH:31]=2)[C:10]=1[CH3:40])(C)(C)C.[OH-].[Na+].C(O)(=O)C. The catalyst is C1COCC1.CO. The product is [CH3:40][C:10]1[N:11]([C:30]2[CH:35]=[CH:34][CH:33]=[C:32]([C:36]([F:38])([F:37])[F:39])[CH:31]=2)[C:12](=[O:29])[C:13]([C:15]([NH:17][CH2:18][C:19]2[CH:20]=[CH:21][C:22]([S:25]([CH3:28])(=[O:27])=[O:26])=[CH:23][CH:24]=2)=[O:16])=[CH:14][C:9]=1[O:8][CH2:7][C:6]([OH:41])=[O:5]. The yield is 0.950. (6) The reactants are [C:1]1([CH2:7][CH2:8][CH2:9][CH2:10][CH2:11][O:12][C:13]2[CH:20]=[CH:19][C:16]([CH:17]=[O:18])=[CH:15][C:14]=2[C:21]2[S:22][CH:23]=[CH:24][CH:25]=2)[CH:6]=[CH:5][CH:4]=[CH:3][CH:2]=1.[OH:26][C:27]([C:30](O)([CH3:32])[CH3:31])([CH3:29])[CH3:28].C1(C)C=CC(S(O)(=O)=O)=CC=1.CCOC(C)=O. The catalyst is C1C=CC=CC=1.CCCCCC. The product is [CH3:31][C:30]1([CH3:32])[C:27]([CH3:29])([CH3:28])[O:26][CH:17]([C:16]2[CH:19]=[CH:20][C:13]([O:12][CH2:11][CH2:10][CH2:9][CH2:8][CH2:7][C:1]3[CH:6]=[CH:5][CH:4]=[CH:3][CH:2]=3)=[C:14]([C:21]3[S:22][CH:23]=[CH:24][CH:25]=3)[CH:15]=2)[O:18]1. The yield is 0.810.